Dataset: Drug-target binding data from BindingDB using IC50 measurements. Task: Regression. Given a target protein amino acid sequence and a drug SMILES string, predict the binding affinity score between them. We predict pIC50 (pIC50 = -log10(IC50 in M); higher means more potent). Dataset: bindingdb_ic50. (1) The compound is Cc1cc(/C=C2/C(=O)NC(=O)N(c3ccc(Br)cc3)C2=O)c(C)n1-c1cc(C(=O)O)cc(C(=O)O)c1. The target protein (P22188) has sequence MADRNLRDLLAPWVPDAPSRALREMTLDSRVAAAGDLFVAVVGHQADGRRYIPQAIAQGVAAIIAEAKDEATDGEIREMHGVPVIYLSQLNERLSALAGRFYHEPSDNLRLVGVTGTNGKTTTTQLLAQWSQLLGEISAVMGTVGNGLLGKVIPTENTTGSAVDVQHELAGLVDQGATFCAMEVSSHGLVQHRVAALKFAASVFTNLSRDHLDYHGDMEHYEAAKWLLYSEHHCGQAIINADDEVGRRWLAKLPDAVAVSMEDHINPNCHGRWLKATEVNYHDSGATIRFSSSWGDGEIESHLMGAFNVSNLLLALATLLALGYPLADLLKTAARLQPVCGRMEVFTAPGKPTVVVDYAHTPDALEKALQAARLHCAGKLWCVFGCGGDRDKGKRPLMGAIAEEFADVAVVTDDNPRTEEPRAIINDILAGMLDAGHAKVMEGRAEAVTCAVMQAKENDVVLVAGKGHEDYQIVGNQRLDYSDRVTVARLLGVIA. The pIC50 is 3.7. (2) The small molecule is CNC(C)C(=O)Nc1cc(-c2ncnc3c(C)nn(C)c23)cc(C#Cc2cc(F)cc(F)c2)n1. The target protein sequence is TLRFSISNLSMQTHAARMRTFMYWPSSVPVQPEQLASAGFYYVGRNDDVKCFCCDGGLRCWESGDDPWVEHAKWFPRCEFLIRMKGQEFVDEIQGRYPHLLEQLLSTS. The pIC50 is 9.0. (3) The drug is O=C(O)c1ccc2c(c1)nc(Nc1ccccc1)c1ccsc12. The target protein (P68400) has sequence MSGPVPSRARVYTDVNTHRPREYWDYESHVVEWGNQDDYQLVRKLGRGKYSEVFEAINITNNEKVVVKILKPVKKKKIKREIKILENLRGGPNIITLADIVKDPVSRTPALVFEHVNNTDFKQLYQTLTDYDIRFYMYEILKALDYCHSMGIMHRDVKPHNVMIDHEHRKLRLIDWGLAEFYHPGQEYNVRVASRYFKGPELLVDYQMYDYSLDMWSLGCMLASMIFRKEPFFHGHDNYDQLVRIAKVLGTEDLYDYIDKYNIELDPRFNDILGRHSRKRWERFVHSENQHLVSPEALDFLDKLLRYDHQSRLTAREAMEHPYFYTVVKDQARMGSSSMPGGSTPVSSANMMSGISSVPTPSPLGPLAGSPVIAAANPLGMPVPAAAGAQQ. The pIC50 is 4.8. (4) The small molecule is CC1=CC(C)(C)Nc2ccc(OC(=O)CN3C(=O)C4CCCCC4C3=O)cc21. The target protein (O60240) has sequence MAVNKGLTLLDGDLPEQENVLQRVLQLPVVSGTCECFQKTYTSTKEAHPLVASVCNAYEKGVQSASSLAAWSMEPVVRRLSTQFTAANELACRGLDHLEEKIPALQYPPEKIASELKDTISTRLRSARNSISVPIASTSDKVLGAALAGCELAWGVARDTAEFAANTRAGRLASGGADLALGSIEKVVEYLLPPDKEESAPAPGHQQAQKSPKAKPSLLSRVGALTNTLSRYTVQTMARALEQGHTVAMWIPGVVPLSSLAQWGASVAMQAVSRRRSEVRVPWLHSLAAAQEEDHEDQTDTEGEDTEEEEELETEENKFSEVAALPGPRGLLGGVAHTLQKTLQTTISAVTWAPAAVLGMAGRVLHLTPAPAVSSTKGRAMSLSDALKGVTDNVVDTVVHYVPLPRLSLMEPESEFRDIDNPPAEVERREAERRASGAPSAGPEPAPRLAQPRRSLRSAQSPGAPPGPGLEDEVATPAAPRPGFPAVPREKPKRRVSDSF.... The pIC50 is 5.6.